Dataset: Tyrosyl-DNA phosphodiesterase HTS with 341,365 compounds. Task: Binary Classification. Given a drug SMILES string, predict its activity (active/inactive) in a high-throughput screening assay against a specified biological target. (1) The compound is o1c(CN(c2nc(nc3c2cccc3)c2cc(ccc2)C#N)C)ccc1. The result is 0 (inactive). (2) The compound is Clc1cc(NC(=O)CCS(=O)(=O)c2cc3NC(=O)C(Sc3cc2)C)ccc1C. The result is 0 (inactive). (3) The molecule is S(c1nc2c(cc1C)cc(OC)c(OC)c2)CC(=O)Nc1sc(nn1)CC. The result is 0 (inactive). (4) The molecule is O=c1n(nc(c2c1cccc2)C(=O)Nc1ccc(n2nnnc2)cc1)CCC. The result is 0 (inactive).